From a dataset of Reaction yield outcomes from USPTO patents with 853,638 reactions. Predict the reaction yield, written as a fraction of the theoretical maximum amount of product (1.0 means a 100% yield; for example, 0.34 means a 34% yield). (1) The reactants are [CH3:1][S:2][CH2:3][C@@H:4]1[O:8][C:7](=[O:9])[N:6]([NH:10]C(=O)OC(C)(C)C)[CH2:5]1.[ClH:18].O1CCOCC1. The catalyst is C1COCC1. The product is [ClH:18].[NH2:10][N:6]1[CH2:5][C@H:4]([CH2:3][S:2][CH3:1])[O:8][C:7]1=[O:9]. The yield is 0.800. (2) The reactants are [Cl:1][C:2]1[N:11]=[C:10](Cl)[C:9]2[C:4](=[CH:5][CH:6]=[CH:7][CH:8]=2)[N:3]=1.[NH2:13][C:14]1[CH:18]=[C:17]([CH:19]2[CH2:23][CH2:22][CH2:21][CH2:20]2)[NH:16][N:15]=1.C(N(CC)CC)C. The catalyst is C(O)C. The product is [Cl:1][C:2]1[N:11]=[C:10]([NH:13][C:14]2[NH:15][N:16]=[C:17]([CH:19]3[CH2:23][CH2:22][CH2:21][CH2:20]3)[CH:18]=2)[C:9]2[C:4](=[CH:5][CH:6]=[CH:7][CH:8]=2)[N:3]=1. The yield is 0.660. (3) The reactants are [CH3:1][CH:2]([CH3:14])[CH:3](O)[CH2:4][CH2:5][NH:6][C:7]1[CH:12]=[CH:11][CH:10]=[CH:9][CH:8]=1.[OH-].[Na+]. The catalyst is OS(O)(=O)=O. The product is [CH3:1][C:2]1([CH3:14])[CH2:3][CH2:4][CH2:5][NH:6][C:7]2[CH:12]=[CH:11][CH:10]=[CH:9][C:8]1=2. The yield is 0.0800. (4) The reactants are [CH2:1]([N:8]1[C:13]2[S:14][CH:15]=[C:16]([CH3:17])[C:12]=2[C:11](=[O:18])O[C:9]1=[O:19])[C:2]1[CH:7]=[CH:6][CH:5]=[CH:4][CH:3]=1.[CH2:20]([O:22][C:23]([C:25]1C(=O)N(CC2C=CC=CC=2)C2SC=CC=2C=1O)=[O:24])[CH3:21]. No catalyst specified. The product is [CH2:20]([O:22][C:23]([C:25]1[C:9](=[O:19])[N:8]([CH2:1][C:2]2[CH:3]=[CH:4][CH:5]=[CH:6][CH:7]=2)[C:13]2[S:14][CH:15]=[C:16]([CH3:17])[C:12]=2[C:11]=1[OH:18])=[O:24])[CH3:21]. The yield is 0.800. (5) The reactants are [NH2:1][C:2]1[C:7]([N+:8]([O-])=O)=[CH:6][C:5]([N+:11]([O-:13])=[O:12])=[CH:4][N:3]=1. The catalyst is CO. The product is [NH2:1][C:2]1[C:7]([NH2:8])=[CH:6][C:5]([N+:11]([O-:13])=[O:12])=[CH:4][N:3]=1. The yield is 0.790.